Dataset: Forward reaction prediction with 1.9M reactions from USPTO patents (1976-2016). Task: Predict the product of the given reaction. (1) Given the reactants Cl[C:2]1[C:3]2[N:11]=[N:10][N:9]([CH2:12][C:13]3[CH:18]=[CH:17][CH:16]=[C:15]([C:19]4([OH:23])[CH2:22][CH2:21][CH2:20]4)[N:14]=3)[C:4]=2[N:5]=[C:6]([NH2:8])[N:7]=1.[C:24]([C:26]1[CH:27]=[C:28](B(O)O)[CH:29]=[CH:30][CH:31]=1)#[N:25], predict the reaction product. The product is: [C:24]([C:26]1[CH:31]=[C:30]([C:2]2[C:3]3[N:11]=[N:10][N:9]([CH2:12][C:13]4[CH:18]=[CH:17][CH:16]=[C:15]([C:19]5([OH:23])[CH2:22][CH2:21][CH2:20]5)[N:14]=4)[C:4]=3[N:5]=[C:6]([NH2:8])[N:7]=2)[CH:29]=[CH:28][CH:27]=1)#[N:25]. (2) Given the reactants [CH3:1][O:2][C:3]([C:5]1[S:6][CH:7]=[CH:8][C:9]=1[N:10]([C:17]([C@H:19]1[CH2:24][CH2:23][C@H:22]([CH3:25])[CH2:21][CH2:20]1)=[O:18])[CH:11]1[CH2:16][CH2:15][NH:14][CH2:13][CH2:12]1)=[O:4].[CH2:26]=O, predict the reaction product. The product is: [CH3:1][O:2][C:3]([C:5]1[S:6][CH:7]=[CH:8][C:9]=1[N:10]([C:17]([C@H:19]1[CH2:20][CH2:21][C@H:22]([CH3:25])[CH2:23][CH2:24]1)=[O:18])[CH:11]1[CH2:12][CH2:13][N:14]([CH3:26])[CH2:15][CH2:16]1)=[O:4]. (3) Given the reactants [N:1]1[N:5]2[C:6]3[CH2:13][CH2:12][N:11](C(OC(C)(C)C)=O)[CH2:10][C:7]=3[CH:8]=[N:9][C:4]2=[CH:3][CH:2]=1.Cl.[OH-].[Na+], predict the reaction product. The product is: [N:1]1[N:5]2[C:6]3[CH2:13][CH2:12][NH:11][CH2:10][C:7]=3[CH:8]=[N:9][C:4]2=[CH:3][CH:2]=1. (4) Given the reactants [Cl:1][C:2]1[CH:7]=[CH:6][CH:5]=[CH:4][C:3]=1[N:8]1[C:12]([C:13]2[CH:18]=[CH:17][C:16]([OH:19])=[CH:15][CH:14]=2)=[CH:11][C:10]([C:20]([F:23])([F:22])[F:21])=[N:9]1.C([O-])([O-])=O.[Cs+].[Cs+].Cl[C:31]1[N:36]=[CH:35][CH:34]=[CH:33][N:32]=1, predict the reaction product. The product is: [Cl:1][C:2]1[CH:7]=[CH:6][CH:5]=[CH:4][C:3]=1[N:8]1[C:12]([C:13]2[CH:14]=[CH:15][C:16]([O:19][C:31]3[N:36]=[CH:35][CH:34]=[CH:33][N:32]=3)=[CH:17][CH:18]=2)=[CH:11][C:10]([C:20]([F:23])([F:21])[F:22])=[N:9]1. (5) Given the reactants FC(F)(F)C(O)=O.[CH2:8]([N:11]1[CH:16]2[CH2:17][CH2:18][CH:12]1[CH2:13][CH:14]([N:19]([C:24]1[CH:25]=[C:26]3[C:30](=[CH:31][CH:32]=1)[N:29](C1CCCCO1)[N:28]=[CH:27]3)[S:20]([CH3:23])(=[O:22])=[O:21])[CH2:15]2)[CH2:9][CH3:10].C(=O)([O-])O.[Na+], predict the reaction product. The product is: [NH:29]1[C:30]2[C:26](=[CH:25][C:24]([N:19]([CH:14]3[CH2:15][CH:16]4[N:11]([CH2:8][CH2:9][CH3:10])[CH:12]([CH2:18][CH2:17]4)[CH2:13]3)[S:20]([CH3:23])(=[O:22])=[O:21])=[CH:32][CH:31]=2)[CH:27]=[N:28]1.